From a dataset of CYP2D6 inhibition data for predicting drug metabolism from PubChem BioAssay. Regression/Classification. Given a drug SMILES string, predict its absorption, distribution, metabolism, or excretion properties. Task type varies by dataset: regression for continuous measurements (e.g., permeability, clearance, half-life) or binary classification for categorical outcomes (e.g., BBB penetration, CYP inhibition). Dataset: cyp2d6_veith. (1) The molecule is CCCCn1c(SCC(=O)Nc2nccs2)nc2ccccc2c1=O. The result is 0 (non-inhibitor). (2) The compound is COc1ccccc1N1CCN(c2nc(-c3ccccc3)cc(C(F)(F)F)n2)CC1. The result is 0 (non-inhibitor).